This data is from Full USPTO retrosynthesis dataset with 1.9M reactions from patents (1976-2016). The task is: Predict the reactants needed to synthesize the given product. (1) Given the product [CH3:29][C:19]1([CH3:30])[C:20]2[CH:21]=[C:22]([N:11]3[C:12]4[C:8](=[CH:7][C:6]([C:2]5[S:1][CH:5]=[CH:4][CH:3]=5)=[CH:14][CH:13]=4)[CH2:9][CH2:10]3)[CH:23]=[CH:24][C:25]=2[C:26]2[C:18]1=[CH:17][CH:16]=[CH:28][CH:27]=2, predict the reactants needed to synthesize it. The reactants are: [S:1]1[CH:5]=[CH:4][CH:3]=[C:2]1[C:6]1[CH:7]=[C:8]2[C:12](=[CH:13][CH:14]=1)[NH:11][CH2:10][CH2:9]2.I[C:16]1[CH:28]=[CH:27][C:26]2[C:25]3[C:20](=[CH:21][CH:22]=[CH:23][CH:24]=3)[C:19]([CH3:30])([CH3:29])[C:18]=2[CH:17]=1.C(=O)([O-])[O-].[K+].[K+]. (2) Given the product [CH2:15]([O:17][C:18]1[CH:23]=[C:22]([C:2]2([OH:1])[CH2:7][CH2:6][CH2:5][N:4]([C:8]([O:10][C:11]([CH3:14])([CH3:13])[CH3:12])=[O:9])[CH2:3]2)[CH:21]=[CH:20][CH:19]=1)[CH3:16], predict the reactants needed to synthesize it. The reactants are: [O:1]=[C:2]1[CH2:7][CH2:6][CH2:5][N:4]([C:8]([O:10][C:11]([CH3:14])([CH3:13])[CH3:12])=[O:9])[CH2:3]1.[CH2:15]([O:17][C:18]1[CH:19]=[C:20]([Mg]Br)[CH:21]=[CH:22][CH:23]=1)[CH3:16]. (3) Given the product [Cl:47][C:45]1[CH:44]=[CH:43][C:40]2[S:41][CH:42]=[C:38]([CH2:37][O:5][CH2:6][CH2:7][N:8]([C@H:25]3[CH2:26][CH2:27][C@H:28]([CH3:31])[CH2:29][CH2:30]3)[C:9](=[O:24])[NH:10][C:11]3[S:12][C:13]([S:16][CH2:17][C:51]([OH:60])=[O:50])=[CH:14][N:15]=3)[C:39]=2[CH:46]=1, predict the reactants needed to synthesize it. The reactants are: ClC1C=CC=CC=1C[O:5][CH2:6][CH2:7][N:8]([C@H:25]1[CH2:30][CH2:29][C@H:28]([CH3:31])[CH2:27][CH2:26]1)[C:9](=[O:24])[NH:10][C:11]1[S:12][C:13]([S:16][CH2:17]C(C)(C)C(O)=O)=[CH:14][N:15]=1.Br[CH2:37][C:38]1[C:39]2[CH:46]=[C:45]([Cl:47])[CH:44]=[CH:43][C:40]=2[S:41][CH:42]=1.C([O:50][C:51](=[O:60])CSC1SC(N)=NC=1)C.